From a dataset of Forward reaction prediction with 1.9M reactions from USPTO patents (1976-2016). Predict the product of the given reaction. (1) Given the reactants C([O:3][C:4]([CH:6]1[CH2:11][C:10]([OH:18])([C:12]#[C:13][Si](C)(C)C)[CH2:9][CH2:8][O:7]1)=O)C.[NH3:19], predict the reaction product. The product is: [C:12]([C:10]1([OH:18])[CH2:9][CH2:8][O:7][CH:6]([C:4]([NH2:19])=[O:3])[CH2:11]1)#[CH:13]. (2) Given the reactants C(OC(=O)[NH:7][C@@H:8]1[CH2:13][CH2:12][CH2:11][N:10]([CH2:14][C:15]([F:18])([F:17])[F:16])[CH2:9]1)(C)(C)C.C([Cl:23])(=O)C, predict the reaction product. The product is: [ClH:23].[ClH:23].[F:18][C:15]([F:16])([F:17])[CH2:14][N:10]1[CH2:11][CH2:12][CH2:13][C@@H:8]([NH2:7])[CH2:9]1. (3) Given the reactants C([O:8][C:9]1[C:14]([Cl:15])=[CH:13][CH:12]=[CH:11][C:10]=1[CH2:16][C:17]([O:19][CH3:20])=[O:18])C1C=CC=CC=1, predict the reaction product. The product is: [Cl:15][C:14]1[C:9]([OH:8])=[C:10]([CH2:16][C:17]([O:19][CH3:20])=[O:18])[CH:11]=[CH:12][CH:13]=1. (4) Given the reactants [C:1]([C:3]1[CH:12]=[CH:11][C:10]2[C:5](=[CH:6][C:7](B(O)O)=[C:8]([O:13][CH3:14])[CH:9]=2)[N:4]=1)#[N:2].Cl[C:19]1[N:24]=[N:23][C:22]([N:25]2[CH2:30][CH2:29][N:28]([C:31]([O:33][C:34]([CH3:37])([CH3:36])[CH3:35])=[O:32])[CH2:27][CH2:26]2)=[CH:21][CH:20]=1, predict the reaction product. The product is: [C:1]([C:3]1[CH:12]=[CH:11][C:10]2[C:5](=[CH:6][C:7]([C:19]3[N:24]=[N:23][C:22]([N:25]4[CH2:30][CH2:29][N:28]([C:31]([O:33][C:34]([CH3:37])([CH3:36])[CH3:35])=[O:32])[CH2:27][CH2:26]4)=[CH:21][CH:20]=3)=[C:8]([O:13][CH3:14])[CH:9]=2)[N:4]=1)#[N:2].